The task is: Binary Classification. Given a miRNA mature sequence and a target amino acid sequence, predict their likelihood of interaction.. This data is from Experimentally validated miRNA-target interactions with 360,000+ pairs, plus equal number of negative samples. The miRNA is hsa-miR-6736-5p with sequence CUGGGUGAGGGCAUCUGUGGU. The protein sequence of the target gene is MGDWSFLGNFLEEVHKHSTVVGKVWLTVLFIFRMLVLGTAAESSWGDEQADFRCDTIQPGCQNVCYDQAFPISHIRYWVLQIIFVSTPSLVYMGHAMHTVRMQEKRKLREAERAKEVRGSGSYEYPVAEKAELSCWEEGNGRIALQGTLLNTYVCSILIRTTMEVGFIVGQYFIYGIFLTTLHVCRRSPCPHPVNCYVSRPTEKNVFIVFMLAVAALSLLLSLAELYHLGWKKIRQRFVKPRQHMAKCQLSGPSVGIVQSCTPPPDFNQCLENGPGGKFFNPFSNNMASQQNTDNLVTEQ.... Result: 1 (interaction).